From a dataset of Forward reaction prediction with 1.9M reactions from USPTO patents (1976-2016). Predict the product of the given reaction. (1) Given the reactants BrC1C=CC2OCCC=2C=1.C([Li])CCC.CCCCCC.[CH2:22]([O:24][C:25]1[CH:26]=[C:27]([CH:34]=[CH:35][C:36]=1[O:37][CH3:38])[C:28](N(OC)C)=[O:29])[CH3:23], predict the reaction product. The product is: [CH2:22]([O:24][C:25]1[CH:26]=[C:27]([CH:28]=[O:29])[CH:34]=[CH:35][C:36]=1[O:37][CH3:38])[CH3:23]. (2) Given the reactants [F:1][C:2]1[CH:22]=[CH:21][CH:20]=[CH:19][C:3]=1[O:4][C:5]1[CH:10]=[CH:9][C:8]([NH:11][CH2:12][C:13]2[CH:14]=[N:15][CH:16]=[CH:17][CH:18]=2)=[CH:7][CH:6]=1.[CH2:23]([S:25](Cl)(=[O:27])=[O:26])[CH3:24], predict the reaction product. The product is: [F:1][C:2]1[CH:22]=[CH:21][CH:20]=[CH:19][C:3]=1[O:4][C:5]1[CH:6]=[CH:7][C:8]([N:11]([CH2:12][C:13]2[CH:14]=[N:15][CH:16]=[CH:17][CH:18]=2)[S:25]([CH2:23][CH3:24])(=[O:27])=[O:26])=[CH:9][CH:10]=1. (3) Given the reactants [NH:1]1[CH:5]=[CH:4][C:3]([NH:6][C:7]2[C:16]3[C:11](=[CH:12][CH:13]=[CH:14][CH:15]=3)[N:10]=[C:9]([C:17]([O:19]CC)=O)[N:8]=2)=[N:2]1.[F:22][C:23]1[CH:28]=[CH:27][C:26]([Mg]Br)=[CH:25][CH:24]=1, predict the reaction product. The product is: [NH:1]1[CH:5]=[CH:4][C:3]([NH:6][C:7]2[C:16]3[C:11](=[CH:12][CH:13]=[CH:14][CH:15]=3)[N:10]=[C:9]([C:17]([C:26]3[CH:27]=[CH:28][C:23]([F:22])=[CH:24][CH:25]=3)([C:26]3[CH:27]=[CH:28][C:23]([F:22])=[CH:24][CH:25]=3)[OH:19])[N:8]=2)=[N:2]1. (4) The product is: [ClH:30].[F:29][C:2]([F:1])([F:28])[C:3]1[N:8]=[C:7]([CH2:9][NH2:10])[CH:6]=[C:5]([C:18]2[CH:19]=[N:20][C:21]([C:24]([F:25])([F:26])[F:27])=[N:22][CH:23]=2)[N:4]=1. Given the reactants [F:1][C:2]([F:29])([F:28])[C:3]1[N:8]=[C:7]([CH2:9][NH:10]C(=O)OC(C)(C)C)[CH:6]=[C:5]([C:18]2[CH:19]=[N:20][C:21]([C:24]([F:27])([F:26])[F:25])=[N:22][CH:23]=2)[N:4]=1.[ClH:30], predict the reaction product. (5) Given the reactants [CH2:1]=[C:2](B(O)O)[CH3:3].Br[C:8]1[CH:9]=[C:10]2[C:14](=[CH:15][CH:16]=1)[NH:13][N:12]=[CH:11]2.C([O-])([O-])=O.[Cs+].[Cs+], predict the reaction product. The product is: [CH2:1]=[C:2]([C:8]1[CH:9]=[C:10]2[C:14](=[CH:15][CH:16]=1)[NH:13][N:12]=[CH:11]2)[CH3:3].[NH:13]1[C:14]2[C:10](=[CH:9][CH:8]=[CH:16][CH:15]=2)[CH:11]=[N:12]1. (6) Given the reactants [C:1]([O:5][C:6](=[O:15])[NH:7][C@H:8]([C:12](=O)[NH2:13])[CH2:9][C:10]#[CH:11])([CH3:4])([CH3:3])[CH3:2].COC1C=CC(P2(SP(C3C=CC(OC)=CC=3)(=S)S2)=[S:25])=CC=1, predict the reaction product. The product is: [NH2:13][C:12](=[S:25])[C@@H:8]([NH:7][C:6](=[O:15])[O:5][C:1]([CH3:4])([CH3:3])[CH3:2])[CH2:9][C:10]#[CH:11]. (7) Given the reactants Br[C:2]1[O:6][C:5]([C:7]([OH:9])=[O:8])=[CH:4][CH:3]=1.[C:10]1(B(O)O)[CH:15]=[CH:14][CH:13]=[CH:12][CH:11]=1.[O-]P([O-])([O-])=O.[K+].[K+].[K+], predict the reaction product. The product is: [C:10]1([C:2]2[O:6][C:5]([C:7]([OH:9])=[O:8])=[CH:4][CH:3]=2)[CH:15]=[CH:14][CH:13]=[CH:12][CH:11]=1.